Task: Predict the reaction yield, written as a fraction of the theoretical maximum amount of product (1.0 means a 100% yield; for example, 0.34 means a 34% yield).. Dataset: Reaction yield outcomes from USPTO patents with 853,638 reactions (1) The reactants are Cl.Cl.[NH2:3][CH:4]1[CH2:13][C:12]2[C:7](=[CH:8][CH:9]=[C:10]([C:14]#[N:15])[CH:11]=2)[NH:6][CH2:5]1.[C:16](O)(=[O:25])[C@H:17]([C:19]1[CH:24]=[CH:23][CH:22]=[CH:21][CH:20]=1)[OH:18].CCN=C=NCCCN(C)C.C1C=CC2N(O)N=NC=2C=1.CN1CCOCC1. The catalyst is CN(C=O)C.CCOC(C)=O. The product is [C:14]([C:10]1[CH:11]=[C:12]2[C:7](=[CH:8][CH:9]=1)[NH:6][CH2:5][C@@H:4]([NH:3][C:16](=[O:25])[C@@H:17]([OH:18])[C:19]1[CH:24]=[CH:23][CH:22]=[CH:21][CH:20]=1)[CH2:13]2)#[N:15]. The yield is 0.200. (2) The reactants are Br[C:2]1[C:3]([CH3:21])=[C:4]([N:8]2[C:17](=[O:18])[C:16]3[C:11](=[CH:12][CH:13]=[CH:14][CH:15]=3)[N:10]([CH3:19])[C:9]2=[O:20])[CH:5]=[CH:6][CH:7]=1.[CH3:22][C:23]1([CH3:39])[C:27]([CH3:29])([CH3:28])[O:26][B:25]([B:25]2[O:26][C:27]([CH3:29])([CH3:28])[C:23]([CH3:39])([CH3:22])[O:24]2)[O:24]1.C([O-])(=O)C.[K+]. The catalyst is O1CCOCC1.CS(C)=O.C1C=CC(P(C2C=CC=CC=2)[C-]2C=CC=C2)=CC=1.C1C=CC(P(C2C=CC=CC=2)[C-]2C=CC=C2)=CC=1.Cl[Pd]Cl.[Fe+2].C(Cl)Cl. The product is [CH3:19][N:10]1[C:11]2[C:16](=[CH:15][CH:14]=[CH:13][CH:12]=2)[C:17](=[O:18])[N:8]([C:4]2[CH:5]=[CH:6][CH:7]=[C:2]([B:25]3[O:26][C:27]([CH3:29])([CH3:28])[C:23]([CH3:39])([CH3:22])[O:24]3)[C:3]=2[CH3:21])[C:9]1=[O:20]. The yield is 0.510. (3) The reactants are C(Cl)(=O)C(Cl)=O.CS(C)=O.[CH3:11][C:12]1[CH:17]=[CH:16][C:15]([S:18]([O:21][CH2:22][C@@H:23]2[CH2:28][O:27][C@@H:26]([CH2:29][OH:30])[CH2:25][O:24]2)(=[O:20])=[O:19])=[CH:14][CH:13]=1. The catalyst is C(Cl)Cl. The product is [CH3:11][C:12]1[CH:17]=[CH:16][C:15]([S:18]([O:21][CH2:22][C@@H:23]2[CH2:28][O:27][C@@H:26]([CH:29]=[O:30])[CH2:25][O:24]2)(=[O:20])=[O:19])=[CH:14][CH:13]=1. The yield is 1.00.